This data is from Forward reaction prediction with 1.9M reactions from USPTO patents (1976-2016). The task is: Predict the product of the given reaction. (1) Given the reactants [C:1]([C:3]1[C:4]([N:16]2[CH2:21][CH2:20][CH:19]([C:22]([OH:24])=O)[CH2:18][CH2:17]2)=[N:5][C:6]([O:14][CH3:15])=[C:7]([C:9]([O:11][CH2:12][CH3:13])=[O:10])[CH:8]=1)#[N:2].[Cl:25][C:26]1[CH:31]=[CH:30][C:29]([CH2:32][S:33]([NH2:36])(=[O:35])=[O:34])=[C:28]([F:37])[CH:27]=1, predict the reaction product. The product is: [CH2:12]([O:11][C:9](=[O:10])[C:7]1[CH:8]=[C:3]([C:1]#[N:2])[C:4]([N:16]2[CH2:21][CH2:20][CH:19]([C:22](=[O:24])[NH:36][S:33]([CH2:32][C:29]3[CH:30]=[CH:31][C:26]([Cl:25])=[CH:27][C:28]=3[F:37])(=[O:34])=[O:35])[CH2:18][CH2:17]2)=[N:5][C:6]=1[O:14][CH3:15])[CH3:13]. (2) The product is: [Cl:1][C:2]1[C:11]2[C:6](=[CH:7][CH:8]=[C:9]([CH3:31])[CH:10]=2)[N:5]=[C:4]([N:17]2[CH2:23][C:22]3[CH:24]=[CH:25][CH:26]=[CH:27][C:21]=3[S:20](=[O:29])[CH2:19][CH2:18]2)[CH:3]=1. Given the reactants [Cl:1][C:2]1[C:11]2[C:6](=[CH:7][CH:8]=[C:9](OC(F)(F)F)[CH:10]=2)[N:5]=[C:4]([N:17]2[CH2:23][C:22]3[CH:24]=[CH:25][CH:26]=[CH:27][C:21]=3[S:20](=[O:29])(=O)[CH2:19][CH2:18]2)[CH:3]=1.Cl[C:31]1C=C(Cl)C2C(=CC=C(C)C=2)N=1.S1(=O)C2C=CC=CC=2CNCC1.NC1(CNC2C3C(=CC=C(C)C=3)N=C(N3CC4C=CC=CC=4S(=O)CC3)C=2)COC1, predict the reaction product. (3) Given the reactants [Cl:1][C:2]1[C:11]2[C:6](=[CH:7][CH:8]=[CH:9][CH:10]=2)[C:5]([OH:12])=[CH:4][N:3]=1.[Si](C=[N+]=[N-])(C)(C)[CH3:14], predict the reaction product. The product is: [Cl:1][C:2]1[C:11]2[C:6](=[CH:7][CH:8]=[CH:9][CH:10]=2)[C:5]([O:12][CH3:14])=[CH:4][N:3]=1. (4) Given the reactants [CH3:1][O:2][C:3]1[CH:30]=[CH:29][CH:28]=[CH:27][C:4]=1[CH2:5][NH:6][C:7]([C:9]1([CH2:22][CH2:23][CH2:24][CH2:25]Br)[C:21]2[CH:20]=[CH:19][CH:18]=[CH:17][C:16]=2[C:15]2[C:10]1=[CH:11][CH:12]=[CH:13][CH:14]=2)=[O:8].[N:31]1([C:37]2[CH:46]=[CH:45][C:44]3[C:39](=[CH:40][CH:41]=[CH:42][CH:43]=3)[N:38]=2)[CH2:36][CH2:35][NH:34][CH2:33][CH2:32]1, predict the reaction product. The product is: [CH3:1][O:2][C:3]1[CH:30]=[CH:29][CH:28]=[CH:27][C:4]=1[CH2:5][NH:6][C:7]([C:9]1([CH2:22][CH2:23][CH2:24][CH2:25][N:34]2[CH2:35][CH2:36][N:31]([C:37]3[CH:46]=[CH:45][C:44]4[C:39](=[CH:40][CH:41]=[CH:42][CH:43]=4)[N:38]=3)[CH2:32][CH2:33]2)[C:21]2[CH:20]=[CH:19][CH:18]=[CH:17][C:16]=2[C:15]2[C:10]1=[CH:11][CH:12]=[CH:13][CH:14]=2)=[O:8]. (5) Given the reactants [CH3:1][N:2]1[C:10]2[C:5](=[CH:6][CH:7]=[CH:8][CH:9]=2)[C:4]([CH2:11][N:12]2[CH2:18][CH2:17][CH2:16][C:15]3([CH2:27][C:26](=[O:28])[C:25]4[C:20](=[CH:21][CH:22]=[C:23](/[CH:29]=[CH:30]/[C:31]([NH:33][O:34]C5CCCCO5)=[O:32])[CH:24]=4)[O:19]3)[CH2:14][CH2:13]2)=[CH:3]1.Cl, predict the reaction product. The product is: [CH3:1][N:2]1[C:10]2[C:5](=[CH:6][CH:7]=[CH:8][CH:9]=2)[C:4]([CH2:11][N:12]2[CH2:18][CH2:17][CH2:16][C:15]3([CH2:27][C:26](=[O:28])[C:25]4[C:20](=[CH:21][CH:22]=[C:23](/[CH:29]=[CH:30]/[C:31]([NH:33][OH:34])=[O:32])[CH:24]=4)[O:19]3)[CH2:14][CH2:13]2)=[CH:3]1. (6) Given the reactants [NH2:1][CH2:2][CH2:3][CH2:4][N:5]1[N:10]=[C:9]([C:11]2[CH:25]=[CH:24][C:14]3[N:15]([CH3:23])[C:16]([C:18]4[O:19][CH:20]=[CH:21][CH:22]=4)=[N:17][C:13]=3[CH:12]=2)[CH2:8][S:7][C:6]1=[O:26].[Cl:27][C:28]1[CH:33]=[CH:32][C:31]([N:34]=[C:35]=[O:36])=[CH:30][CH:29]=1.C1COCC1, predict the reaction product. The product is: [Cl:27][C:28]1[CH:33]=[CH:32][C:31]([NH:34][C:35]([NH:1][CH2:2][CH2:3][CH2:4][N:5]2[N:10]=[C:9]([C:11]3[CH:25]=[CH:24][C:14]4[N:15]([CH3:23])[C:16]([C:18]5[O:19][CH:20]=[CH:21][CH:22]=5)=[N:17][C:13]=4[CH:12]=3)[CH2:8][S:7][C:6]2=[O:26])=[O:36])=[CH:30][CH:29]=1. (7) Given the reactants [CH2:1]([N:3]([CH2:14][CH3:15])[CH2:4][CH2:5][O:6][C:7]1[CH:12]=[CH:11][C:10]([NH2:13])=[CH:9][CH:8]=1)[CH3:2].[Cl:16][C:17]1[CH:22]=[C:21]([C:23]([F:26])([F:25])[F:24])[CH:20]=[CH:19][C:18]=1[C:27]#[C:28][C:29](O)=[O:30], predict the reaction product. The product is: [CH2:14]([N:3]([CH2:1][CH3:2])[CH2:4][CH2:5][O:6][C:7]1[CH:8]=[CH:9][C:10]([NH:13][C:29](=[O:30])[C:28]#[C:27][C:18]2[CH:19]=[CH:20][C:21]([C:23]([F:25])([F:24])[F:26])=[CH:22][C:17]=2[Cl:16])=[CH:11][CH:12]=1)[CH3:15]. (8) Given the reactants [CH3:1][CH:2]([N:4]1[CH2:9][CH2:8][N:7]([C:10]2[CH:15]=[CH:14][C:13]([NH:16][C:17]3[N:18]=[C:19]([NH:36][C:37]4[CH:38]=[CH:39][CH:40]=[C:41]5[C:45]=4[C:44](=[O:46])[NH:43][CH2:42]5)[C:20]4[CH:25]=[CH:24][N:23](S(C5C=CC(C)=CC=5)(=O)=O)[C:21]=4[N:22]=3)=[C:12]([O:47][CH3:48])[CH:11]=2)[CH2:6][CH2:5]1)[CH3:3].[OH-].[K+], predict the reaction product. The product is: [CH3:3][CH:2]([N:4]1[CH2:5][CH2:6][N:7]([C:10]2[CH:15]=[CH:14][C:13]([NH:16][C:17]3[NH:22][C:21]4=[N:23][CH:24]=[CH:25][C:20]4=[C:19]([NH:36][C:37]4[CH:38]=[CH:39][CH:40]=[C:41]5[C:45]=4[C:44](=[O:46])[NH:43][CH2:42]5)[N:18]=3)=[C:12]([O:47][CH3:48])[CH:11]=2)[CH2:8][CH2:9]1)[CH3:1]. (9) Given the reactants [CH3:1][C:2]1[CH:3]=[C:4]([CH:30]=[CH:31][C:32]=1[CH3:33])[CH2:5][CH:6]([CH2:10][C:11](=[O:29])[N:12]1[CH2:17][CH2:16][CH:15]([N:18]2[CH2:27][C:26]3[C:21](=[CH:22][CH:23]=[CH:24][CH:25]=3)[NH:20][C:19]2=[O:28])[CH2:14][CH2:13]1)[C:7](O)=[O:8].[CH3:34][S:35]([N:38]1[CH2:43][CH2:42][N:41]([CH:44]2[CH2:49][CH2:48][NH:47][CH2:46][CH2:45]2)[CH2:40][CH2:39]1)(=[O:37])=[O:36], predict the reaction product. The product is: [CH3:1][C:2]1[CH:3]=[C:4]([CH:30]=[CH:31][C:32]=1[CH3:33])[CH2:5][CH:6]([CH2:10][C:11]([N:12]1[CH2:17][CH2:16][CH:15]([N:18]2[CH2:27][C:26]3[C:21](=[CH:22][CH:23]=[CH:24][CH:25]=3)[NH:20][C:19]2=[O:28])[CH2:14][CH2:13]1)=[O:29])[C:7]([N:47]1[CH2:48][CH2:49][CH:44]([N:41]2[CH2:40][CH2:39][N:38]([S:35]([CH3:34])(=[O:36])=[O:37])[CH2:43][CH2:42]2)[CH2:45][CH2:46]1)=[O:8].